Dataset: Reaction yield outcomes from USPTO patents with 853,638 reactions. Task: Predict the reaction yield, written as a fraction of the theoretical maximum amount of product (1.0 means a 100% yield; for example, 0.34 means a 34% yield). (1) The catalyst is [I-].C([N+](CCCC)(CCCC)CCCC)CCC.C(OCC)(=O)C. The reactants are [NH:1]1[CH:5]=[C:4]([C:6]2[CH:7]=[N:8][N:9]3[C:14]([C:15]4[CH:16]=[C:17]([NH:21][C:22](=[O:33])[C:23]5[CH:28]=[CH:27][CH:26]=[C:25]([C:29]([F:32])([F:31])[F:30])[CH:24]=5)[CH:18]=[CH:19][CH:20]=4)=[CH:13][CH:12]=[N:11][C:10]=23)[CH:3]=[N:2]1.Cl.Cl[CH2:36][CH2:37][N:38]1[CH2:42][CH2:41][CH2:40][CH2:39]1.C(=O)([O-])[O-].[Cs+].[Cs+]. The yield is 0.430. The product is [N:38]1([CH2:37][CH2:36][N:1]2[CH:5]=[C:4]([C:6]3[CH:7]=[N:8][N:9]4[C:14]([C:15]5[CH:16]=[C:17]([NH:21][C:22](=[O:33])[C:23]6[CH:28]=[CH:27][CH:26]=[C:25]([C:29]([F:32])([F:31])[F:30])[CH:24]=6)[CH:18]=[CH:19][CH:20]=5)=[CH:13][CH:12]=[N:11][C:10]=34)[CH:3]=[N:2]2)[CH2:42][CH2:41][CH2:40][CH2:39]1. (2) The reactants are [OH-].[K+].C(O)(C)C.Cl[CH2:8][C:9]([N:11]([CH2:15][CH:16]([OH:25])[C:17]1[CH:22]=[CH:21][CH:20]=[C:19]([O:23][CH3:24])[CH:18]=1)[CH2:12][CH2:13][CH3:14])=[O:10]. The catalyst is O. The product is [CH3:24][O:23][C:19]1[CH:18]=[C:17]([CH:16]2[CH2:15][N:11]([CH2:12][CH2:13][CH3:14])[C:9](=[O:10])[CH2:8][O:25]2)[CH:22]=[CH:21][CH:20]=1. The yield is 1.00. (3) The reactants are [CH2:1]([O:8][CH:9]1[CH:13]([NH:14][C:15]([CH:17]2[CH2:21][CH2:20][CH2:19][N:18]2[C:22](=[O:36])[CH:23]([NH:25][C:26](=[O:35])[C:27]2[CH:32]=[CH:31][C:30]([NH2:33])=[C:29]([Cl:34])[CH:28]=2)[CH3:24])=[O:16])[CH2:12][C:11](=[O:37])[O:10]1)[C:2]1[CH:7]=[CH:6][CH:5]=[CH:4][CH:3]=1.[C:38](Cl)(=[O:43])[C:39]([CH3:42])([CH3:41])[CH3:40]. No catalyst specified. The product is [CH2:1]([O:8][CH:9]1[CH:13]([NH:14][C:15]([CH:17]2[CH2:21][CH2:20][CH2:19][N:18]2[C:22](=[O:36])[CH:23]([NH:25][C:26](=[O:35])[C:27]2[CH:32]=[CH:31][C:30]([NH:33][C:38](=[O:43])[C:39]([CH3:42])([CH3:41])[CH3:40])=[C:29]([Cl:34])[CH:28]=2)[CH3:24])=[O:16])[CH2:12][C:11](=[O:37])[O:10]1)[C:2]1[CH:3]=[CH:4][CH:5]=[CH:6][CH:7]=1. The yield is 0.850.